The task is: Predict the product of the given reaction.. This data is from Forward reaction prediction with 1.9M reactions from USPTO patents (1976-2016). Given the reactants [F:1][C:2]([F:12])([F:11])[O:3][C:4]1[CH:10]=[CH:9][C:7]([NH2:8])=[CH:6][CH:5]=1.[N:13]1[C:20]([Cl:21])=[N:19][C:17](Cl)=[N:16][C:14]=1[Cl:15].C(=O)([O-])[O-].[K+].[K+].Cl, predict the reaction product. The product is: [Cl:15][C:14]1[N:13]=[C:20]([Cl:21])[N:19]=[C:17]([NH:8][C:7]2[CH:9]=[CH:10][C:4]([O:3][C:2]([F:11])([F:12])[F:1])=[CH:5][CH:6]=2)[N:16]=1.